This data is from Catalyst prediction with 721,799 reactions and 888 catalyst types from USPTO. The task is: Predict which catalyst facilitates the given reaction. (1) Reactant: C[N+]1([O-])CCOCC1.[Cl:9][CH2:10][C:11](Cl)=[O:12].[Br:14][C:15]1[CH:24]=[CH:23][C:18]([C:19]([NH:21][NH2:22])=[O:20])=[CH:17][CH:16]=1. Product: [Br:14][C:15]1[CH:24]=[CH:23][C:18]([C:19]([NH:21][NH:22][C:11](=[O:12])[CH2:10][Cl:9])=[O:20])=[CH:17][CH:16]=1. The catalyst class is: 4. (2) Reactant: [Br:1][C:2]1[N:3]=[C:4]([C:20]#[C:21][CH3:22])[S:5][C:6]=1[C:7]1[N:11]=[CH:10][N:9]([CH2:12][O:13][CH2:14][CH2:15][Si:16]([CH3:19])([CH3:18])[CH3:17])[N:8]=1.C(=O)([O-])[O-].[K+].[K+].CC1C=C(C)C=C(C)C=1S([O-])(=O)=O.[NH2:42][N+:43]1[CH:48]=[CH:47][C:46]([CH:49]([O:53][CH2:54][CH3:55])[O:50][CH2:51][CH3:52])=[CH:45][CH:44]=1. Product: [Br:1][C:2]1[N:3]=[C:4]([C:20]2[C:21]([CH3:22])=[N:42][N:43]3[CH:48]=[CH:47][C:46]([CH:49]([O:50][CH2:51][CH3:52])[O:53][CH2:54][CH3:55])=[CH:45][C:44]=23)[S:5][C:6]=1[C:7]1[N:11]=[CH:10][N:9]([CH2:12][O:13][CH2:14][CH2:15][Si:16]([CH3:19])([CH3:18])[CH3:17])[N:8]=1. The catalyst class is: 9. (3) Reactant: [NH2:1][C:2]1[CH:3]([C:17]([O:19][CH3:20])=[O:18])[N:4]([CH3:16])[C:5]([C:8]2[CH:13]=[CH:12][CH:11]=[C:10]([CH2:14]O)[CH:9]=2)=[CH:6][N:7]=1.N1C=CC=CC=1.S(Cl)([Cl:29])=O. Product: [NH2:1][C:2]1[CH:3]([C:17]([O:19][CH3:20])=[O:18])[N:4]([CH3:16])[C:5]([C:8]2[CH:13]=[CH:12][CH:11]=[C:10]([CH2:14][Cl:29])[CH:9]=2)=[CH:6][N:7]=1. The catalyst class is: 1. (4) Reactant: Cl[C:2]1[C:3](=[O:16])[NH:4][C:5]2[C:10]([N:11]=1)=[CH:9][C:8]([C:12]([O:14][CH3:15])=[O:13])=[CH:7][CH:6]=2.[NH:17]1[CH2:21][CH2:20][CH2:19][CH2:18]1.CCN(C(C)C)C(C)C. Product: [O:16]=[C:3]1[C:2]([N:17]2[CH2:21][CH2:20][CH2:19][CH2:18]2)=[N:11][C:10]2[C:5](=[CH:6][CH:7]=[C:8]([C:12]([O:14][CH3:15])=[O:13])[CH:9]=2)[NH:4]1. The catalyst class is: 58. (5) Reactant: Cl[CH2:2][CH2:3][O:4][C:5]1[CH:6]=[N:7][C:8]([N:11]2[CH2:16][CH2:15][O:14][C@H:13]([CH2:17][N:18]3[C:22]4=[N:23][C:24]([C:27]5[CH:28]=[N:29][N:30]([CH3:32])[CH:31]=5)=[CH:25][N:26]=[C:21]4[N:20]=[N:19]3)[CH2:12]2)=[N:9][CH:10]=1.[CH3:33][N:34]1[CH2:39][CH2:38][NH:37][CH2:36][CH2:35]1. Product: [CH3:32][N:30]1[CH:31]=[C:27]([C:24]2[N:23]=[C:22]3[N:18]([CH2:17][C@H:13]4[O:14][CH2:15][CH2:16][N:11]([C:8]5[N:7]=[CH:6][C:5]([O:4][CH2:3][CH2:2][N:37]6[CH2:38][CH2:39][N:34]([CH3:33])[CH2:35][CH2:36]6)=[CH:10][N:9]=5)[CH2:12]4)[N:19]=[N:20][C:21]3=[N:26][CH:25]=2)[CH:28]=[N:29]1. The catalyst class is: 3. (6) Reactant: Br[CH2:2][CH2:3][CH2:4][CH2:5][CH2:6][CH2:7][CH2:8][CH2:9][CH2:10][CH2:11][C:12]([OH:14])=[O:13].[I-:15].[Na+].CC(C)=O. Product: [I:15][CH2:2][CH2:3][CH2:4][CH2:5][CH2:6][CH2:7][CH2:8][CH2:9][CH2:10][CH2:11][C:12]([OH:14])=[O:13]. The catalyst class is: 6.